From a dataset of Blood-brain barrier permeability regression values from the B3DB database. Regression/Classification. Given a drug SMILES string, predict its absorption, distribution, metabolism, or excretion properties. Task type varies by dataset: regression for continuous measurements (e.g., permeability, clearance, half-life) or binary classification for categorical outcomes (e.g., BBB penetration, CYP inhibition). For this dataset (b3db_regression), we predict Y. (1) The molecule is CCC(C)(C)C(=O)O[C@H]1C[C@H](C=C2[C@H]1[C@H]([C@H](C=C2)C)CC[C@@H]3C[C@H](CC(=O)O3)O)C. The Y is -0.0100 log(BB ratio). (2) The compound is COC1=CC=CC(=C1)CC2CCN(CC2)C3CCC(CC3)(C4=CC5=C(C=C4)OCO5)OC. The Y is 0.740 log(BB ratio). (3) The molecule is CC(=O)NC1C(C(C(OC1O)COS(=O)(=O)[O-])OC2C(C(C(C(O2)COS(=O)(=O)[O-])O)O)O)O.[Na+].[Na+]. The Y is -1.54 log(BB ratio). (4) The compound is CC(C(=O)O)O. The Y is 0.160 log(BB ratio). (5) The compound is C1=CC=CC=C1. The Y is 0.400 log(BB ratio).